Task: Predict the reaction yield, written as a fraction of the theoretical maximum amount of product (1.0 means a 100% yield; for example, 0.34 means a 34% yield).. Dataset: Reaction yield outcomes from USPTO patents with 853,638 reactions (1) The reactants are [Cl:1][C:2]1[CH:3]=[CH:4][C:5]([OH:12])=[C:6]([CH:11]=1)[C:7]([O:9][CH3:10])=[O:8].N(C(OC(C)C)=O)=NC(OC(C)C)=O.[C:27]([Si:31]([CH3:41])([CH3:40])[O:32][C@H:33]1[CH2:38][CH2:37][C@H:36](O)[CH2:35][CH2:34]1)([CH3:30])([CH3:29])[CH3:28].C1(P(C2C=CC=CC=2)C2C=CC=CC=2)C=CC=CC=1. The catalyst is O1CCCC1.O. The product is [CH3:10][O:9][C:7](=[O:8])[C:6]1[CH:11]=[C:2]([Cl:1])[CH:3]=[CH:4][C:5]=1[O:12][C@H:36]1[CH2:37][CH2:38][C@@H:33]([O:32][Si:31]([C:27]([CH3:30])([CH3:29])[CH3:28])([CH3:40])[CH3:41])[CH2:34][CH2:35]1. The yield is 0.900. (2) The reactants are Cl[C:2]1[N:7]=[N:6][C:5]([O:8][CH3:9])=[C:4]([N:10]2[CH2:15][CH2:14][O:13][CH2:12][CH2:11]2)[CH:3]=1.[CH3:16][C:17]1[N:22]=[CH:21][C:20]([NH2:23])=[CH:19][C:18]=1B1OC(C)(C)C(C)(C)O1.C([O-])([O-])=O.[Na+].[Na+].C(Cl)Cl. The catalyst is COCCOC. The product is [CH3:9][O:8][C:5]1[N:6]=[N:7][C:2]([C:18]2[CH:19]=[C:20]([NH2:23])[CH:21]=[N:22][C:17]=2[CH3:16])=[CH:3][C:4]=1[N:10]1[CH2:15][CH2:14][O:13][CH2:12][CH2:11]1. The yield is 0.540. (3) The reactants are [O:1]1[C:5]2[CH:6]=[CH:7][CH:8]=[CH:9][C:4]=2[CH:3]=[C:2]1[C:10]([NH:12][C:13]1[S:14][CH:15]=[C:16](OS(C(F)(F)F)(=O)=O)[C:17]=1[C:18]([O:20]C(C)(C)C)=[O:19])=[O:11].C([O-])(O)=O.[Na+].CO[CH2:40][CH2:41]OC. The catalyst is CCO. The product is [O:1]1[C:5]2[CH:6]=[CH:7][CH:8]=[CH:9][C:4]=2[CH:3]=[C:2]1[C:10]([NH:12][C:13]1[S:14][CH:15]=[C:16]([C:18]2[CH:17]=[CH:16][C:15]3[S:14][CH:13]=[N:12][C:40]=3[CH:41]=2)[C:17]=1[C:18]([OH:20])=[O:19])=[O:11]. The yield is 0.480.